Task: Predict which catalyst facilitates the given reaction.. Dataset: Catalyst prediction with 721,799 reactions and 888 catalyst types from USPTO (1) Product: [C:1]([N:4]1[C:13]2[C:8](=[CH:9][C:10]([NH:14][C:24](=[O:27])[CH:25]=[CH2:26])=[CH:11][CH:12]=2)[C:7]([C:16]2[CH:21]=[CH:20][CH:19]=[CH:18][CH:17]=2)([CH3:15])[CH2:6][C:5]1([CH3:23])[CH3:22])(=[O:3])[CH3:2]. The catalyst class is: 7. Reactant: [C:1]([N:4]1[C:13]2[C:8](=[CH:9][C:10]([NH2:14])=[CH:11][CH:12]=2)[C:7]([C:16]2[CH:21]=[CH:20][CH:19]=[CH:18][CH:17]=2)([CH3:15])[CH2:6][C:5]1([CH3:23])[CH3:22])(=[O:3])[CH3:2].[C:24](Cl)(=[O:27])[CH:25]=[CH2:26].C(N(CC)C(C)C)(C)C. (2) Product: [Br:1][C:2]1[CH:9]=[CH:8][CH:7]=[CH:6][C:3]=1[CH2:4][N:19]([C:16]1[CH:17]=[CH:18][C:13]([O:12][CH3:11])=[CH:14][CH:15]=1)[NH2:20]. Reactant: [Br:1][C:2]1[CH:9]=[CH:8][CH:7]=[CH:6][C:3]=1[CH2:4]Br.Cl.[CH3:11][O:12][C:13]1[CH:18]=[CH:17][C:16]([NH:19][NH2:20])=[CH:15][CH:14]=1.C(=O)([O-])[O-].[K+].[K+]. The catalyst class is: 9. (3) Product: [CH2:1]([O:3][C:4]([C:6]1[N:7]([CH3:15])[N:8]=[C:9]([C:11]([CH3:14])([CH3:13])[CH3:12])[C:10]=1[Cl:19])=[O:5])[CH3:2]. Reactant: [CH2:1]([O:3][C:4]([C:6]1[N:7]([CH3:15])[N:8]=[C:9]([C:11]([CH3:14])([CH3:13])[CH3:12])[CH:10]=1)=[O:5])[CH3:2].S(Cl)([Cl:19])(=O)=O. The catalyst class is: 2. (4) Reactant: [N+:1]1([O-])[C:2]([CH3:8])=[CH:3][CH:4]=[CH:5][C:6]=1[CH3:7].F[B-](F)(F)F.[CH3:15][O+:16](C)C. Product: [OH:16][CH2:15][C:4]1[CH:3]=[C:2]([CH3:8])[N:1]=[C:6]([CH3:7])[CH:5]=1. The catalyst class is: 2. (5) Reactant: [C:1]([CH2:4][CH2:5][CH2:6][CH:7]1[CH2:12][CH2:11][N:10](C(OC(C)(C)C)=O)[CH2:9][CH2:8]1)(=[O:3])[NH2:2]. Product: [NH:10]1[CH2:11][CH2:12][CH:7]([CH2:6][CH2:5][CH2:4][C:1]([NH2:2])=[O:3])[CH2:8][CH2:9]1. The catalyst class is: 55. (6) Reactant: B(Br)(Br)Br.[Cl:5][C:6]1[CH:11]=[CH:10][C:9]([O:12]C)=[C:8]([C:14]([CH3:20])([CH3:19])[C:15]([F:18])([F:17])[F:16])[CH:7]=1. Product: [Cl:5][C:6]1[CH:11]=[CH:10][C:9]([OH:12])=[C:8]([C:14]([CH3:20])([CH3:19])[C:15]([F:16])([F:17])[F:18])[CH:7]=1. The catalyst class is: 4. (7) Reactant: [ClH:1].[CH2:2]([C:11]1[CH:45]=[CH:44][C:14]([C:15]([NH:17][C:18]2[CH:19]=[C:20]([NH:25]/[C:26](/[NH:29][C:30](=[O:43])[C:31]3[CH:36]=[C:35]([O:37][CH3:38])[C:34]([O:39][CH3:40])=[C:33]([O:41][CH3:42])[CH:32]=3)=[N:27]\[H])[CH:21]=[CH:22][C:23]=2[CH3:24])=[O:16])=[CH:13][CH:12]=1)C=CC1C=CC=CC=1.Cl. Product: [ClH:1].[CH2:2]([C:11]1[CH:12]=[CH:13][C:14]([C:15]([NH:17][C:18]2[CH:19]=[C:20]([NH:25][C:26]([NH:29][C:30](=[O:43])[C:31]3[CH:36]=[C:35]([O:37][CH3:38])[C:34]([O:39][CH3:40])=[C:33]([O:41][CH3:42])[CH:32]=3)=[NH:27])[CH:21]=[CH:22][C:23]=2[CH3:24])=[O:16])=[CH:44][CH:45]=1)[C:11]1[CH:45]=[CH:44][CH:14]=[CH:13][CH:12]=1. The catalyst class is: 52. (8) Reactant: [Cl:1][C:2]1[S:6][C:5]([C:7]2[N:11]([CH2:12][C:13]3[CH:18]=[CH:17][CH:16]=[CH:15][C:14]=3[F:19])[C:10](=[O:20])[N:9]([CH2:21][C:22]([OH:24])=O)[N:8]=2)=[CH:4][CH:3]=1.[F:25][C:26]([F:38])([F:37])[C:27]1[CH:28]=[C:29]([C:33]([NH2:36])([CH3:35])[CH3:34])[CH:30]=[CH:31][CH:32]=1.C1C=CC2N(O)N=NC=2C=1.C(Cl)CCl. Product: [Cl:1][C:2]1[S:6][C:5]([C:7]2[N:11]([CH2:12][C:13]3[CH:18]=[CH:17][CH:16]=[CH:15][C:14]=3[F:19])[C:10](=[O:20])[N:9]([CH2:21][C:22]([NH:36][C:33]([CH3:35])([C:29]3[CH:30]=[CH:31][CH:32]=[C:27]([C:26]([F:25])([F:37])[F:38])[CH:28]=3)[CH3:34])=[O:24])[N:8]=2)=[CH:4][CH:3]=1. The catalyst class is: 248.